From a dataset of Forward reaction prediction with 1.9M reactions from USPTO patents (1976-2016). Predict the product of the given reaction. (1) Given the reactants [CH3:1][C:2]1[N:6]2[C:7]3[CH:13]=[C:12]([CH3:14])[NH:11][C:8]=3[CH:9]=[CH:10][C:5]2=[N:4][N:3]=1.[H-].[Na+].Br[CH2:18][C:19]1[CH:24]=[CH:23][CH:22]=[CH:21][C:20]=1[CH3:25], predict the reaction product. The product is: [CH3:1][C:2]1[N:6]2[C:7]3[CH:13]=[C:12]([CH3:14])[N:11]([CH2:18][C:19]4[CH:24]=[CH:23][CH:22]=[CH:21][C:20]=4[CH3:25])[C:8]=3[CH:9]=[CH:10][C:5]2=[N:4][N:3]=1. (2) Given the reactants [CH2:1]([C:3]1[S:4][C:5]2[C:10]3[CH2:11][CH2:12][N:13](C(OC(C)(C)C)=O)[CH2:14][CH2:15][C:9]=3[CH:8]=[CH:7][C:6]=2[N:23]=1)[CH3:2].C(O)(C(F)(F)F)=O, predict the reaction product. The product is: [CH2:1]([C:3]1[S:4][C:5]2[C:10]3[CH2:11][CH2:12][NH:13][CH2:14][CH2:15][C:9]=3[CH:8]=[CH:7][C:6]=2[N:23]=1)[CH3:2]. (3) Given the reactants [N:1]([C@@H:4]1[C@:20]2([CH3:21])[CH:7]([CH:8]3[CH:17]([CH2:18][CH2:19]2)[C@:16]2([CH3:22])[C:11]([CH2:12][C@@H:13]([O:23][Si:24]([C:37]([CH3:40])([CH3:39])[CH3:38])([C:31]4[CH:36]=[CH:35][CH:34]=[CH:33][CH:32]=4)[C:25]4[CH:30]=[CH:29][CH:28]=[CH:27][CH:26]=4)[CH2:14][CH2:15]2)=[CH:10][CH2:9]3)[CH2:6][CH2:5]1)=[N+:2]=[N-:3].[C:41]1([C:47]#[CH:48])[CH:46]=[CH:45][CH:44]=[CH:43][CH:42]=1.O=C1O[C@H]([C@H](CO)O)C([O-])=C1O.[Na+], predict the reaction product. The product is: [Si:24]([O:23][C@@H:13]1[CH2:12][C:11]2[C@@:16]([CH3:22])([CH:17]3[CH:8]([CH2:9][CH:10]=2)[CH:7]2[C@@:20]([CH3:21])([C@@H:4]([N:1]4[CH:48]=[C:47]([C:41]5[CH:46]=[CH:45][CH:44]=[CH:43][CH:42]=5)[N:3]=[N:2]4)[CH2:5][CH2:6]2)[CH2:19][CH2:18]3)[CH2:15][CH2:14]1)([C:37]([CH3:40])([CH3:39])[CH3:38])([C:25]1[CH:26]=[CH:27][CH:28]=[CH:29][CH:30]=1)[C:31]1[CH:32]=[CH:33][CH:34]=[CH:35][CH:36]=1. (4) Given the reactants [CH3:1][CH:2]([C:4]1[CH:5]=[C:6]([O:10][C:11]2[N:16]=[CH:15][C:14]([NH2:17])=[CH:13][N:12]=2)[CH:7]=[CH:8][CH:9]=1)[CH3:3].[CH3:18][C:19]([O:22][C:23]([NH:25][C@@H:26]([C:28](O)=[O:29])[CH3:27])=[O:24])([CH3:21])[CH3:20].CN(C(ON1N=NC2C=CC=CC1=2)=[N+](C)C)C.F[P-](F)(F)(F)(F)F.CCN(C(C)C)C(C)C, predict the reaction product. The product is: [CH3:27][C@@H:26]([NH:25][C:23](=[O:24])[O:22][C:19]([CH3:21])([CH3:20])[CH3:18])[C:28]([NH:17][C:14]1[CH:13]=[N:12][C:11]([O:10][C:6]2[CH:7]=[CH:8][CH:9]=[C:4]([CH:2]([CH3:1])[CH3:3])[CH:5]=2)=[N:16][CH:15]=1)=[O:29]. (5) The product is: [CH:25]([C:23]1[CH:24]=[CH:19][C:20]([N:1]2[CH2:2][CH2:3][CH:4]([O:7][C@H:8]3[CH2:13][CH2:12][C@H:11]([CH2:14][C:15]([OH:17])=[O:16])[CH2:10][CH2:9]3)[CH2:5][CH2:6]2)=[N:21][CH:22]=1)=[O:26]. Given the reactants [NH:1]1[CH2:6][CH2:5][CH:4]([O:7][C@H:8]2[CH2:13][CH2:12][C@H:11]([CH2:14][C:15]([OH:17])=[O:16])[CH2:10][CH2:9]2)[CH2:3][CH2:2]1.F[C:19]1[CH:20]=[N:21][CH:22]=[C:23]([CH:25]=[O:26])[CH:24]=1.C(=O)(O)[O-].[Na+], predict the reaction product. (6) Given the reactants N1[C:9]2[C:8]3[CH:10]=[CH:11][CH:12]=[CH:13][C:7]=3[CH2:6][CH2:5][C:4]=2C=N1.C[O-:15].[Na+], predict the reaction product. The product is: [C:9]1(=[O:15])[C:8]2[C:7](=[CH:13][CH:12]=[CH:11][CH:10]=2)[CH2:6][CH2:5][CH2:4]1.